This data is from Peptide-MHC class I binding affinity with 185,985 pairs from IEDB/IMGT. The task is: Regression. Given a peptide amino acid sequence and an MHC pseudo amino acid sequence, predict their binding affinity value. This is MHC class I binding data. The peptide sequence is LLGLWGFAAQ. The MHC is HLA-A02:02 with pseudo-sequence HLA-A02:02. The binding affinity (normalized) is 0.342.